From a dataset of Catalyst prediction with 721,799 reactions and 888 catalyst types from USPTO. Predict which catalyst facilitates the given reaction. (1) Reactant: [F:1][C:2]1[CH:7]=[C:6]([O:8][CH3:9])[CH:5]=[CH:4][C:3]=1[C:10]1[CH:15]=[CH:14][N:13]([CH2:16][CH2:17][C@@:18]([CH3:33])([S:29]([CH3:32])(=[O:31])=[O:30])[C:19]([NH:21][O:22]C2CCCCO2)=[O:20])[C:12](=[O:34])[CH:11]=1.C1(C)C=CC(S(O)(=O)=O)=CC=1.[NH+]1C=CC=CC=1.O. Product: [F:1][C:2]1[CH:7]=[C:6]([O:8][CH3:9])[CH:5]=[CH:4][C:3]=1[C:10]1[CH:15]=[CH:14][N:13]([CH2:16][CH2:17][C@@:18]([CH3:33])([S:29]([CH3:32])(=[O:30])=[O:31])[C:19]([NH:21][OH:22])=[O:20])[C:12](=[O:34])[CH:11]=1. The catalyst class is: 8. (2) Reactant: [OH:1][CH2:2][C@@H:3]([NH:32]C(=O)OCC1C=CC=CC=1)[C:4]([NH:6][C:7]1[CH:12]=[CH:11][C:10]([C:13]2[CH:18]=[CH:17][N:16]=[C:15]([NH:19][C:20]3[CH:25]=[CH:24][C:23]([N:26]4[CH2:31][CH2:30][O:29][CH2:28][CH2:27]4)=[CH:22][CH:21]=3)[N:14]=2)=[CH:9][CH:8]=1)=[O:5].C([O-])=O.[NH4+]. Product: [NH2:32][C@H:3]([CH2:2][OH:1])[C:4]([NH:6][C:7]1[CH:12]=[CH:11][C:10]([C:13]2[CH:18]=[CH:17][N:16]=[C:15]([NH:19][C:20]3[CH:25]=[CH:24][C:23]([N:26]4[CH2:27][CH2:28][O:29][CH2:30][CH2:31]4)=[CH:22][CH:21]=3)[N:14]=2)=[CH:9][CH:8]=1)=[O:5]. The catalyst class is: 105. (3) Reactant: [C:1]([O:5][C:6](=[O:22])[CH2:7][CH2:8][O:9][CH2:10][CH2:11][O:12][CH2:13][CH2:14][O:15][CH2:16][CH2:17][O:18][CH2:19][CH2:20]O)([CH3:4])([CH3:3])[CH3:2].C(O)C.C(Br)(Br)(Br)[Br:27].C1(P(C2C=CC=CC=2)C2C=CC=CC=2)C=CC=CC=1. Product: [C:1]([O:5][C:6](=[O:22])[CH2:7][CH2:8][O:9][CH2:10][CH2:11][O:12][CH2:13][CH2:14][O:15][CH2:16][CH2:17][O:18][CH2:19][CH2:20][Br:27])([CH3:4])([CH3:3])[CH3:2]. The catalyst class is: 426. (4) Reactant: Cl[C:2]1[C:3]2[CH2:12][CH2:11][N:10]([CH:13]3[CH2:16][C:15]([F:18])([F:17])[CH2:14]3)[C:4]=2[N:5]=[C:6]([S:8][CH3:9])[N:7]=1.CC1(C)C(C)(C)OB([C:27]2[CH:28]=[N:29][C:30]([NH2:33])=[N:31][CH:32]=2)O1.C([O-])([O-])=O.[Na+].[Na+]. Product: [F:17][C:15]1([F:18])[CH2:16][CH:13]([N:10]2[C:4]3[N:5]=[C:6]([S:8][CH3:9])[N:7]=[C:2]([C:27]4[CH:28]=[N:29][C:30]([NH2:33])=[N:31][CH:32]=4)[C:3]=3[CH2:12][CH2:11]2)[CH2:14]1. The catalyst class is: 368. (5) Reactant: [H-].[Na+].[Cl:3][C:4]1[CH:9]=[CH:8][C:7]([NH:10][C:11]([NH:13][C:14](=[O:23])[C:15]2[C:20]([F:21])=[CH:19][CH:18]=[CH:17][C:16]=2[F:22])=[O:12])=[CH:6][CH:5]=1.Cl[CH2:25][N:26]([CH2:37]Cl)[C:27](=[O:36])[O:28][CH2:29][C:30]1[CH:35]=[CH:34][CH:33]=[CH:32][CH:31]=1.O. Product: [CH2:29]([O:28][C:27]([N:26]1[CH2:37][N:10]([C:7]2[CH:8]=[CH:9][C:4]([Cl:3])=[CH:5][CH:6]=2)[C:11](=[O:12])[N:13]([C:14](=[O:23])[C:15]2[C:20]([F:21])=[CH:19][CH:18]=[CH:17][C:16]=2[F:22])[CH2:25]1)=[O:36])[C:30]1[CH:35]=[CH:34][CH:33]=[CH:32][CH:31]=1. The catalyst class is: 198. (6) The catalyst class is: 65. Product: [C:9]([CH:8]1[CH2:1][C:2]2[C:3](=[CH:4][CH:5]=[CH:6][CH:7]=2)[C:13](=[O:15])[CH2:12]1)([OH:11])=[O:10]. Reactant: [CH2:1]([CH:8]([CH2:12][C:13]([OH:15])=O)[C:9]([OH:11])=[O:10])[C:2]1[CH:7]=[CH:6][CH:5]=[CH:4][CH:3]=1. (7) Reactant: [F:1][C:2]([F:13])([F:12])[C:3]1[CH:7]=[C:6]([NH:8][C:9](=[O:11])[CH3:10])[NH:5][N:4]=1.[I:14](O)(=O)=O.II. Product: [I:14][C:7]1[C:3]([C:2]([F:1])([F:12])[F:13])=[N:4][NH:5][C:6]=1[NH:8][C:9](=[O:11])[CH3:10]. The catalyst class is: 8.